Dataset: Peptide-MHC class I binding affinity with 185,985 pairs from IEDB/IMGT. Task: Regression. Given a peptide amino acid sequence and an MHC pseudo amino acid sequence, predict their binding affinity value. This is MHC class I binding data. (1) The peptide sequence is FLILCFTIKR. The MHC is HLA-A33:01 with pseudo-sequence HLA-A33:01. The binding affinity (normalized) is 0.591. (2) The MHC is HLA-A01:01 with pseudo-sequence HLA-A01:01. The binding affinity (normalized) is 0. The peptide sequence is YEDQDALFAY.